This data is from NCI-60 drug combinations with 297,098 pairs across 59 cell lines. The task is: Regression. Given two drug SMILES strings and cell line genomic features, predict the synergy score measuring deviation from expected non-interaction effect. (1) Drug 1: CS(=O)(=O)OCCCCOS(=O)(=O)C. Drug 2: B(C(CC(C)C)NC(=O)C(CC1=CC=CC=C1)NC(=O)C2=NC=CN=C2)(O)O. Cell line: HT29. Synergy scores: CSS=21.4, Synergy_ZIP=0.544, Synergy_Bliss=4.11, Synergy_Loewe=-34.6, Synergy_HSA=-2.05. (2) Drug 1: C1=NC2=C(N=C(N=C2N1C3C(C(C(O3)CO)O)O)F)N. Drug 2: CN(CCCl)CCCl.Cl. Cell line: UACC62. Synergy scores: CSS=26.5, Synergy_ZIP=-3.05, Synergy_Bliss=0.0480, Synergy_Loewe=-2.12, Synergy_HSA=1.48.